Dataset: Forward reaction prediction with 1.9M reactions from USPTO patents (1976-2016). Task: Predict the product of the given reaction. (1) Given the reactants [C:1]([C:3]1([C:15]2[C:24]3[O:23][CH2:22][CH2:21][O:20][C:19]=3[C:18]([O:25][CH3:26])=[CH:17][CH:16]=2)[CH2:8][CH2:7][CH:6]([CH2:9][C:10]([O:12]CC)=[O:11])[CH2:5][CH2:4]1)#[N:2].[OH-].[Na+].O.C(OCC)(=O)C, predict the reaction product. The product is: [C:1]([C:3]1([C:15]2[C:24]3[O:23][CH2:22][CH2:21][O:20][C:19]=3[C:18]([O:25][CH3:26])=[CH:17][CH:16]=2)[CH2:8][CH2:7][CH:6]([CH2:9][C:10]([OH:12])=[O:11])[CH2:5][CH2:4]1)#[N:2]. (2) Given the reactants [CH2:1]([NH2:4])[CH2:2][NH2:3].Br[CH2:6][C:7]([C:9]1[CH:14]=[CH:13][C:12]([S:15]([CH3:18])(=[O:17])=[O:16])=[CH:11][CH:10]=1)=O.[BH4-].[Na+], predict the reaction product. The product is: [CH3:18][S:15]([C:12]1[CH:13]=[CH:14][C:9]([CH:7]2[CH2:6][NH:4][CH2:1][CH2:2][NH:3]2)=[CH:10][CH:11]=1)(=[O:17])=[O:16].